Dataset: Full USPTO retrosynthesis dataset with 1.9M reactions from patents (1976-2016). Task: Predict the reactants needed to synthesize the given product. (1) Given the product [C:1]([CH:3]1[CH2:8][CH2:7][N:6]([C:9]([O:11][C:12]([CH3:15])([CH3:14])[CH3:13])=[O:10])[CH2:5][CH2:4]1)#[CH:16], predict the reactants needed to synthesize it. The reactants are: [CH:1]([CH:3]1[CH2:8][CH2:7][N:6]([C:9]([O:11][C:12]([CH3:15])([CH3:14])[CH3:13])=[O:10])[CH2:5][CH2:4]1)=O.[C:16](=O)([O-])[O-].[K+].[K+].[N+](=C(P(=O)(OC)OC)C(=O)C)=[N-]. (2) Given the product [CH3:18][O:19][C:20]1[CH:25]=[C:24]([C:2]2[CH:3]=[N:4][CH:5]=[C:6]([NH:8][C@@H:9]([C:11]3[CH:16]=[CH:15][C:14]([CH3:17])=[CH:13][CH:12]=3)[CH3:10])[N:7]=2)[CH:23]=[CH:22][C:21]=1[OH:35], predict the reactants needed to synthesize it. The reactants are: Cl[C:2]1[N:7]=[C:6]([NH:8][C@@H:9]([C:11]2[CH:16]=[CH:15][C:14]([CH3:17])=[CH:13][CH:12]=2)[CH3:10])[CH:5]=[N:4][CH:3]=1.[CH3:18][O:19][C:20]1[CH:25]=[C:24](B2OC(C)(C)C(C)(C)O2)[CH:23]=[CH:22][C:21]=1[OH:35]. (3) Given the product [ClH:1].[F:21][C:22]1([F:29])[CH2:27][CH2:26][CH:25]([NH:2][C@@H:3]2[CH2:5][C@H:4]2[C:6]2[CH:7]=[C:8]([CH:18]=[CH:19][CH:20]=2)[C:9]([NH:11][CH:12]2[CH2:13][CH2:14][O:15][CH2:16][CH2:17]2)=[O:10])[CH2:24][CH2:23]1, predict the reactants needed to synthesize it. The reactants are: [ClH:1].[NH2:2][C@@H:3]1[CH2:5][C@H:4]1[C:6]1[CH:7]=[C:8]([CH:18]=[CH:19][CH:20]=1)[C:9]([NH:11][CH:12]1[CH2:17][CH2:16][O:15][CH2:14][CH2:13]1)=[O:10].[F:21][C:22]1([F:29])[CH2:27][CH2:26][C:25](=O)[CH2:24][CH2:23]1.C(=O)([O-])O.[Na+].